Dataset: Catalyst prediction with 721,799 reactions and 888 catalyst types from USPTO. Task: Predict which catalyst facilitates the given reaction. (1) Reactant: [NH:1]1[CH:5]=[CH:4][N:3]=[C:2]1[CH:6]=O.Cl.[NH:9]1[CH2:12][CH2:11][CH2:10]1.C(O[BH-](OC(=O)C)OC(=O)C)(=O)C.[Na+].C(O)(=O)C. Product: [N:9]1([CH2:6][C:2]2[NH:3][CH:4]=[CH:5][N:1]=2)[CH2:12][CH2:11][CH2:10]1. The catalyst class is: 7. (2) Reactant: C(O)C.[NH2:4][NH2:5].[C:6]([N:8]=[C:9](SC)[NH:10][C:11]1[CH:16]=[C:15]([Cl:17])[C:14]([S:18][C:19]2[CH:24]=[CH:23][C:22]([C:25]([F:28])([F:27])[F:26])=[CH:21][CH:20]=2)=[C:13]([Cl:29])[CH:12]=1)#[N:7]. Product: [Cl:29][C:13]1[CH:12]=[C:11]([NH:10][C:9]2[N:8]=[C:6]([NH2:7])[NH:5][N:4]=2)[CH:16]=[C:15]([Cl:17])[C:14]=1[S:18][C:19]1[CH:24]=[CH:23][C:22]([C:25]([F:28])([F:27])[F:26])=[CH:21][CH:20]=1. The catalyst class is: 5. (3) Product: [CH:2]1([NH:1][C:11](=[O:19])[CH2:12][CH2:13][CH2:14][CH2:15][C:16]([NH:1][CH:2]2[C:10]3[C:5](=[CH:6][CH:7]=[CH:8][CH:9]=3)[CH2:4][CH2:3]2)=[O:17])[C:10]2[C:5](=[CH:6][CH:7]=[CH:8][CH:9]=2)[CH2:4][CH2:3]1. Reactant: [NH2:1][CH:2]1[C:10]2[C:5](=[CH:6][CH:7]=[CH:8][CH:9]=2)[CH2:4][CH2:3]1.[C:11](Cl)(=[O:19])[CH2:12][CH2:13][CH2:14][CH2:15][C:16](Cl)=[O:17]. The catalyst class is: 28. (4) Reactant: Br[CH2:2][CH2:3][C:4]1[CH:9]=[CH:8][C:7]([N+:10]([O-:12])=[O:11])=[CH:6][CH:5]=1.[NH2:13][CH2:14][CH2:15][OH:16].C(N(CC)CC)C. Product: [N+:10]([C:7]1[CH:8]=[CH:9][C:4]([CH2:3][CH2:2][NH:13][CH2:14][CH2:15][OH:16])=[CH:5][CH:6]=1)([O-:12])=[O:11]. The catalyst class is: 3. (5) Reactant: [NH2:1][C:2]1[CH:3]=[N:4][C:5]2[C:10]([C:11]=1[NH:12][C:13]1[CH:14]=[CH:15][C:16]([C:19]([CH3:23])([CH3:22])[C:20]#[N:21])=[N:17][CH:18]=1)=[CH:9][C:8]([Br:24])=[CH:7][CH:6]=2.C(N(CC)CC)C.Cl[C:33](Cl)([O:35]C(=O)OC(Cl)(Cl)Cl)Cl. Product: [Br:24][C:8]1[CH:7]=[CH:6][C:5]2[N:4]=[CH:3][C:2]3[NH:1][C:33](=[O:35])[N:12]([C:13]4[CH:14]=[CH:15][C:16]([C:19]([CH3:22])([CH3:23])[C:20]#[N:21])=[N:17][CH:18]=4)[C:11]=3[C:10]=2[CH:9]=1. The catalyst class is: 2. (6) Reactant: [Cl:1][C:2]1[N:7]=[CH:6][C:5]2[CH:8]=[N:9][NH:10][C:4]=2[CH:3]=1.Br[C:12]1[N:17]=[C:16]([N:18]2[CH2:24][CH2:23][CH2:22][N:21]([C:25]([O:27][C:28]([CH3:31])([CH3:30])[CH3:29])=[O:26])[CH2:20][CH2:19]2)[CH:15]=[N:14][CH:13]=1.CNCCNC.C(=O)([O-])[O-].[K+].[K+]. Product: [Cl:1][C:2]1[N:7]=[CH:6][C:5]2[CH:8]=[N:9][N:10]([C:12]3[N:17]=[C:16]([N:18]4[CH2:24][CH2:23][CH2:22][N:21]([C:25]([O:27][C:28]([CH3:31])([CH3:30])[CH3:29])=[O:26])[CH2:20][CH2:19]4)[CH:15]=[N:14][CH:13]=3)[C:4]=2[CH:3]=1. The catalyst class is: 12.